Task: Predict the reaction yield, written as a fraction of the theoretical maximum amount of product (1.0 means a 100% yield; for example, 0.34 means a 34% yield).. Dataset: Reaction yield outcomes from USPTO patents with 853,638 reactions The reactants are [H-].[Na+].[N+:3]([C:6]1[CH:11]=[CH:10][C:9]([CH2:12][C:13]#[N:14])=[CH:8][CH:7]=1)([O-:5])=[O:4].Br[CH2:16][CH2:17][S:18]([CH2:21][CH2:22]Br)(=[O:20])=[O:19]. The catalyst is CS(C)=O.C1COCC1. The product is [N+:3]([C:6]1[CH:7]=[CH:8][C:9]([C:12]2([C:13]#[N:14])[CH2:22][CH2:21][S:18](=[O:20])(=[O:19])[CH2:17][CH2:16]2)=[CH:10][CH:11]=1)([O-:5])=[O:4]. The yield is 0.980.